Dataset: Reaction yield outcomes from USPTO patents with 853,638 reactions. Task: Predict the reaction yield, written as a fraction of the theoretical maximum amount of product (1.0 means a 100% yield; for example, 0.34 means a 34% yield). The reactants are [N+:1]([C:4]1[CH:5]=[C:6]([N:10]2[CH:14]=[CH:13][N:12]=[CH:11]2)[CH:7]=[CH:8][CH:9]=1)([O-])=O. The product is [N:10]1([C:6]2[CH:5]=[C:4]([CH:9]=[CH:8][CH:7]=2)[NH2:1])[CH:14]=[CH:13][N:12]=[CH:11]1. The catalyst is CO.[C].[Pd]. The yield is 0.930.